Dataset: Reaction yield outcomes from USPTO patents with 853,638 reactions. Task: Predict the reaction yield, written as a fraction of the theoretical maximum amount of product (1.0 means a 100% yield; for example, 0.34 means a 34% yield). (1) The reactants are Br[C:2]1[C:3]([C:8]#[N:9])=[N:4][CH:5]=[CH:6][CH:7]=1.[NH:10]1[C:18]2[C:13](=[CH:14][CH:15]=[CH:16][CH:17]=2)[CH:12]=[CH:11]1.C([O-])([O-])=O.[Cs+].[Cs+]. The catalyst is C1(C)C=CC=CC=1.C1C=CC(/C=C/C(/C=C/C2C=CC=CC=2)=O)=CC=1.C1C=CC(/C=C/C(/C=C/C2C=CC=CC=2)=O)=CC=1.C1C=CC(/C=C/C(/C=C/C2C=CC=CC=2)=O)=CC=1.[Pd].[Pd].C1(P(C2C=CC=CC=2)C2C3OC4C(=CC=CC=4P(C4C=CC=CC=4)C4C=CC=CC=4)C(C)(C)C=3C=CC=2)C=CC=CC=1. The product is [N:10]1([C:2]2[C:3]([C:8]#[N:9])=[N:4][CH:5]=[CH:6][CH:7]=2)[C:18]2[C:13](=[CH:14][CH:15]=[CH:16][CH:17]=2)[CH:12]=[CH:11]1. The yield is 0.890. (2) The yield is 0.420. The catalyst is C(O)C. The reactants are [Na].[N+](C(C)C)([O-])=[O:3].[Cl:8][C:9]1[CH:10]=[C:11]([CH:14]=[C:15]([CH3:17])[CH:16]=1)[CH2:12]Br. The product is [Cl:8][C:9]1[CH:10]=[C:11]([CH:14]=[C:15]([CH3:17])[CH:16]=1)[CH:12]=[O:3]. (3) The reactants are [O:1]([C:3]1[CH:4]=[C:5]2[C:9](=[CH:10][CH:11]=1)[C:8](=O)[CH2:7][CH2:6]2)[CH3:2].Br[CH:14]([CH3:19])[C:15]([O:17]C)=[O:16]. No catalyst specified. The product is [CH3:2][O:1][C:3]1[CH:4]=[C:5]2[C:9]([C:8]([CH:14]([CH3:19])[C:15]([OH:17])=[O:16])=[CH:7][CH2:6]2)=[CH:10][CH:11]=1. The yield is 0.680. (4) The reactants are C(N(CC)CC)C.[OH:8][CH:9]1[CH2:14][CH2:13][S:12](=[O:16])(=[O:15])[CH2:11][CH2:10]1.[CH3:17][S:18](Cl)(=[O:20])=[O:19]. The catalyst is ClCCl.C(OCC)(=O)C. The product is [CH3:17][S:18]([O:8][CH:9]1[CH2:14][CH2:13][S:12](=[O:16])(=[O:15])[CH2:11][CH2:10]1)(=[O:20])=[O:19]. The yield is 0.950. (5) The reactants are [CH:1]1([CH2:7][CH:8]([NH:12][C:13]([C:15]2[CH:45]=[CH:44][C:18]3[N:19]([CH:38]4[CH2:43][CH2:42][CH2:41][CH2:40][CH2:39]4)[C:20]([C:22]4[CH:23]=[C:24]5[C:29](=[CH:30][CH:31]=4)[N:28]=[C:27]([C:32]4[CH:37]=[CH:36][CH:35]=[CH:34][CH:33]=4)[CH:26]=[N:25]5)=[N:21][C:17]=3[CH:16]=2)=[O:14])[C:9]([OH:11])=[O:10])[CH2:6][CH2:5][CH2:4][CH2:3][CH2:2]1.N1(C(OCC2C3C(=CC=CC=3)C3C2=CC=CC=3)=O)CC2C(=CC=CC=2)C[C@H:47]1C(O)=O. No catalyst specified. The product is [CH:38]1([N:19]2[C:18]3[CH:44]=[CH:45][C:15]([C:13]([N:12]4[CH:8]([C:9]([OH:11])=[O:10])[CH2:7][C:1]5[C:6](=[CH:5][CH:4]=[CH:3][CH:2]=5)[CH2:47]4)=[O:14])=[CH:16][C:17]=3[N:21]=[C:20]2[C:22]2[CH:23]=[C:24]3[C:29](=[CH:30][CH:31]=2)[N:28]=[C:27]([C:32]2[CH:37]=[CH:36][CH:35]=[CH:34][CH:33]=2)[CH:26]=[N:25]3)[CH2:39][CH2:40][CH2:41][CH2:42][CH2:43]1. The yield is 0.410.